Dataset: Full USPTO retrosynthesis dataset with 1.9M reactions from patents (1976-2016). Task: Predict the reactants needed to synthesize the given product. (1) Given the product [Br:15][C:14]1[CH:13]=[C:8]([CH2:9][OH:10])[C:7]([O:16][CH3:17])=[CH:6][C:5]=1[NH:4][C:1](=[O:3])[CH3:2], predict the reactants needed to synthesize it. The reactants are: [C:1]([NH:4][C:5]1[C:14]([Br:15])=[CH:13][C:8]([C:9](OC)=[O:10])=[C:7]([O:16][CH3:17])[CH:6]=1)(=[O:3])[CH3:2].CC(C[AlH]CC(C)C)C.C1(C)C=CC=CC=1. (2) Given the product [F:1][C:2]1[CH:3]=[CH:4][C:5]([CH2:6][N:7]2[C:12](=[O:13])[CH2:11][N:10]([C:23]([O:25][CH2:26][C:27]3[CH:32]=[CH:31][CH:30]=[CH:29][CH:28]=3)=[O:24])[CH2:9][CH:8]2[CH2:14][C:15]([O:17][CH2:18][CH3:19])=[O:16])=[CH:20][CH:21]=1, predict the reactants needed to synthesize it. The reactants are: [F:1][C:2]1[CH:21]=[CH:20][C:5]([CH2:6][N:7]2[C:12](=[O:13])[CH2:11][NH:10][CH2:9][CH:8]2[CH2:14][C:15]([O:17][CH2:18][CH3:19])=[O:16])=[CH:4][CH:3]=1.Cl[C:23]([O:25][CH2:26][C:27]1[CH:32]=[CH:31][CH:30]=[CH:29][CH:28]=1)=[O:24].C(N(CC)CC)C. (3) Given the product [ClH:38].[F:37][C:2]([F:1])([F:36])[C:3]1[CH:4]=[C:5]([CH2:13][O:14][C@@H:15]2[CH2:21][CH2:20][C@@H:19]3[NH:22][C@@:16]2([C:30]2[CH:35]=[CH:34][CH:33]=[CH:32][CH:31]=2)[CH2:17][C@H:18]3[C:23]([OH:25])=[O:24])[CH:6]=[C:7]([C:9]([F:11])([F:12])[F:10])[CH:8]=1, predict the reactants needed to synthesize it. The reactants are: [F:1][C:2]([F:37])([F:36])[C:3]1[CH:4]=[C:5]([CH2:13][O:14][C@@H:15]2[CH2:21][CH2:20][C@@H:19]3[NH:22][C@@:16]2([C:30]2[CH:35]=[CH:34][CH:33]=[CH:32][CH:31]=2)[CH2:17][C@H:18]3[C:23]([O:25]C(C)(C)C)=[O:24])[CH:6]=[C:7]([C:9]([F:12])([F:11])[F:10])[CH:8]=1.[Cl:38]CCl.Cl. (4) Given the product [CH:4]1([C:7]2[O:8][CH:9]=[C:10]([CH2:12][C:13]([OH:15])=[O:14])[N:11]=2)[CH2:5][CH2:6]1, predict the reactants needed to synthesize it. The reactants are: O.[OH-].[Li+].[CH:4]1([C:7]2[O:8][CH:9]=[C:10]([CH2:12][C:13]([O:15]CC)=[O:14])[N:11]=2)[CH2:6][CH2:5]1. (5) Given the product [I:11][C:4]1[S:3][C:2]([NH:1][C:17](=[O:18])[C:16]2[CH:20]=[C:21]([C:23]([F:24])([F:25])[F:26])[CH:22]=[C:14]([C:13]([F:12])([F:27])[F:28])[CH:15]=2)=[N:6][C:5]=1[C:7]([F:10])([F:8])[F:9], predict the reactants needed to synthesize it. The reactants are: [NH2:1][C:2]1[S:3][C:4]([I:11])=[C:5]([C:7]([F:10])([F:9])[F:8])[N:6]=1.[F:12][C:13]([F:28])([F:27])[C:14]1[CH:15]=[C:16]([CH:20]=[C:21]([C:23]([F:26])([F:25])[F:24])[CH:22]=1)[C:17](Cl)=[O:18].Cl. (6) Given the product [N:13]1[CH:14]=[CH:15][CH:16]=[C:11]([C:4]2[C:5]3[O:9][CH2:8][CH2:7][C:6]=3[CH:10]=[C:2]([NH:1][C:25](=[O:26])[O:27][C:28]3[CH:33]=[CH:32][CH:31]=[CH:30][CH:29]=3)[CH:3]=2)[CH:12]=1, predict the reactants needed to synthesize it. The reactants are: [NH2:1][C:2]1[CH:3]=[C:4]([C:11]2[CH:12]=[N:13][CH:14]=[CH:15][CH:16]=2)[C:5]2[O:9][CH2:8][CH2:7][C:6]=2[CH:10]=1.C(N(CC)CC)C.Cl[C:25]([O:27][C:28]1[CH:33]=[CH:32][CH:31]=[CH:30][CH:29]=1)=[O:26].